This data is from Peptide-MHC class II binding affinity with 134,281 pairs from IEDB. The task is: Regression. Given a peptide amino acid sequence and an MHC pseudo amino acid sequence, predict their binding affinity value. This is MHC class II binding data. (1) The peptide sequence is FAVVDLNKMRAVWVD. The MHC is DRB5_0101 with pseudo-sequence DRB5_0101. The binding affinity (normalized) is 0.605. (2) The peptide sequence is EGAIVGEISPLPSLPGHTD. The MHC is DRB1_0404 with pseudo-sequence DRB1_0404. The binding affinity (normalized) is 0.834. (3) The peptide sequence is ASAAALAGDAAGAWR. The MHC is HLA-DPA10103-DPB10201 with pseudo-sequence HLA-DPA10103-DPB10201. The binding affinity (normalized) is 0.